From a dataset of Reaction yield outcomes from USPTO patents with 853,638 reactions. Predict the reaction yield, written as a fraction of the theoretical maximum amount of product (1.0 means a 100% yield; for example, 0.34 means a 34% yield). (1) The reactants are Cl[C:2]1[C:11]2[C:6](=[CH:7][CH:8]=[CH:9][CH:10]=2)[N:5]=[CH:4][CH:3]=1.[CH3:12][O:13][C:14]1[CH:19]=[CH:18][C:17]([NH:20][CH3:21])=[CH:16][CH:15]=1. No catalyst specified. The product is [CH3:12][O:13][C:14]1[CH:19]=[CH:18][C:17]([N:20]([CH3:21])[C:2]2[C:11]3[C:6](=[CH:7][CH:8]=[CH:9][CH:10]=3)[N:5]=[CH:4][CH:3]=2)=[CH:16][CH:15]=1. The yield is 0.740. (2) The reactants are [Cl:1][C:2]1[CH:25]=[CH:24][C:5]([CH2:6][CH2:7][O:8][C:9]2[N:14]=[N:13][C:12]([C:15]3[CH:16]=[C:17]([CH:21]=[CH:22][CH:23]=3)[C:18](O)=[O:19])=[CH:11][CH:10]=2)=[CH:4][CH:3]=1.[F:26][C:27]1[CH:32]=[CH:31][C:30]([S:33]([NH2:36])(=[O:35])=[O:34])=[CH:29][CH:28]=1. The catalyst is CN(C)C1C=CN=CC=1.ClCCl. The product is [Cl:1][C:2]1[CH:3]=[CH:4][C:5]([CH2:6][CH2:7][O:8][C:9]2[N:14]=[N:13][C:12]([C:15]3[CH:16]=[C:17]([CH:21]=[CH:22][CH:23]=3)[C:18]([NH:36][S:33]([C:30]3[CH:29]=[CH:28][C:27]([F:26])=[CH:32][CH:31]=3)(=[O:35])=[O:34])=[O:19])=[CH:11][CH:10]=2)=[CH:24][CH:25]=1. The yield is 0.300. (3) The reactants are C(Cl)(=O)C(Cl)=O.[CH3:7][O:8][C:9](=[O:22])[C:10]1[CH:15]=[CH:14][C:13]([CH2:16][CH2:17][C:18]([OH:20])=O)=[C:12]([CH3:21])[CH:11]=1.CCN(C(C)C)C(C)C.[C:32]([O:36][C:37](=[O:49])[N:38]([CH:46]1[CH2:48][CH2:47]1)[CH2:39][CH:40]1[CH2:45][CH2:44][NH:43][CH2:42][CH2:41]1)([CH3:35])([CH3:34])[CH3:33]. The catalyst is ClCCl.CN(C=O)C. The product is [CH3:7][O:8][C:9](=[O:22])[C:10]1[CH:15]=[CH:14][C:13]([CH2:16][CH2:17][C:18]([N:43]2[CH2:42][CH2:41][CH:40]([CH2:39][N:38]([C:37]([O:36][C:32]([CH3:35])([CH3:34])[CH3:33])=[O:49])[CH:46]3[CH2:48][CH2:47]3)[CH2:45][CH2:44]2)=[O:20])=[C:12]([CH3:21])[CH:11]=1. The yield is 0.430.